This data is from Full USPTO retrosynthesis dataset with 1.9M reactions from patents (1976-2016). The task is: Predict the reactants needed to synthesize the given product. (1) Given the product [F:8][C:9]1[CH:16]=[CH:15][CH:14]=[C:13]([F:17])[C:10]=1[CH2:11][NH:1][C:2]1[CH:7]=[CH:6][CH:5]=[CH:4][CH:3]=1, predict the reactants needed to synthesize it. The reactants are: [NH2:1][C:2]1[CH:7]=[CH:6][CH:5]=[CH:4][CH:3]=1.[F:8][C:9]1[CH:16]=[CH:15][CH:14]=[C:13]([F:17])[C:10]=1[CH:11]=O.C(O)(=O)C.C(O[BH-](OC(=O)C)OC(=O)C)(=O)C.[Na+].[OH-].[Na+]. (2) Given the product [CH3:13][N:9]1[CH2:57][CH2:56][CH:4]([N:23]([C:21]2[N:22]=[C:17]3[C:16]([C:33]4[CH:38]=[CH:37][CH:36]=[C:35]([C:39]([F:40])([F:41])[F:42])[CH:34]=4)=[C:15]([CH3:43])[C:14]([C:13]4[N:9]([C:6]5[CH:5]=[CH:4][C:3]([C:1]#[N:2])=[CH:8][CH:7]=5)[N:10]=[CH:11][CH:12]=4)=[CH:19][N:18]3[N:20]=2)[C:24]([NH2:26])=[O:25])[CH2:5][CH2:6]1, predict the reactants needed to synthesize it. The reactants are: [C:1]([C:3]1[CH:8]=[CH:7][C:6]([N:9]2[C:13]([C:14]3[C:15]([CH3:43])=[C:16]([C:33]4[CH:38]=[CH:37][CH:36]=[C:35]([C:39]([F:42])([F:41])[F:40])[CH:34]=4)[C:17]4[N:18]([N:20]=[C:21]([NH:23][C:24]([NH:26]C5CCNCC5)=[O:25])[N:22]=4)[CH:19]=3)=[CH:12][CH:11]=[N:10]2)=[CH:5][CH:4]=1)#[N:2].C=O.C(O[BH-](O[C:56](=O)[CH3:57])OC(=O)C)(=O)C.[Na+]. (3) Given the product [CH3:6][C:4]([Si:7]([CH3:30])([CH3:31])[O:8][CH2:9][CH2:10][CH2:11][C:12]1([CH2:25][OH:26])[CH2:13][CH2:14][N:15]([C:18]([O:20][C:21]([CH3:23])([CH3:22])[CH3:24])=[O:19])[CH2:16][CH2:17]1)([CH3:3])[CH3:5], predict the reactants needed to synthesize it. The reactants are: [Li+].[BH4-].[CH3:3][C:4]([Si:7]([CH3:31])([CH3:30])[O:8][CH2:9][CH2:10][CH2:11][C:12]1([C:25](OCC)=[O:26])[CH2:17][CH2:16][N:15]([C:18]([O:20][C:21]([CH3:24])([CH3:23])[CH3:22])=[O:19])[CH2:14][CH2:13]1)([CH3:6])[CH3:5].